From a dataset of Full USPTO retrosynthesis dataset with 1.9M reactions from patents (1976-2016). Predict the reactants needed to synthesize the given product. (1) Given the product [F:1][C:2]1[C:10]2[S:9][C:8](=[N:11][C:12](=[O:23])[C:13]3[CH:18]=[CH:17][CH:16]=[C:15]([C:19]([F:20])([F:21])[F:22])[CH:14]=3)[N:7]([CH:26]([CH3:32])[C:27]([OH:29])=[O:28])[C:6]=2[CH:5]=[CH:4][C:3]=1[CH3:24], predict the reactants needed to synthesize it. The reactants are: [F:1][C:2]1[C:10]2[S:9][C:8](=[N:11][C:12](=[O:23])[C:13]3[CH:18]=[CH:17][CH:16]=[C:15]([C:19]([F:22])([F:21])[F:20])[CH:14]=3)[NH:7][C:6]=2[CH:5]=[CH:4][C:3]=1[CH3:24].Br[CH:26]([CH3:32])[C:27]([O:29]CC)=[O:28].ClC1C=CC2NC(=NC(=O)C3C=CC=C(C(F)(F)F)C=3)SC=2C=1F.BrCC(OCC)=O. (2) Given the product [CH:1]1([CH2:7][CH:8]([OH:9])[C:14]#[N:15])[CH2:6][CH2:5][CH2:4][CH2:3][CH2:2]1, predict the reactants needed to synthesize it. The reactants are: [CH:1]1([CH2:7][CH:8]=[O:9])[CH2:6][CH2:5][CH2:4][CH2:3][CH2:2]1.C[Si]([C:14]#[N:15])(C)C. (3) Given the product [N:9]([CH:2]1[CH2:7][CH2:6][CH2:5][CH2:4][C:3]1=[O:8])=[N+:10]=[N-:11], predict the reactants needed to synthesize it. The reactants are: Br[CH:2]1[CH2:7][CH2:6][CH2:5][CH2:4][C:3]1=[O:8].[N-:9]=[N+:10]=[N-:11].[Na+]. (4) Given the product [Cl:8][C:9]1[C:17]2[C:12](=[CH:13][CH:14]=[C:15]3[O:5][CH2:3][CH2:2][N:19]([CH3:20])[CH:18]([CH3:23])[C:16]3=2)[N:11]([S:24]([C:27]2[CH:32]=[CH:31][CH:30]=[CH:29][CH:28]=2)(=[O:26])=[O:25])[CH:10]=1, predict the reactants needed to synthesize it. The reactants are: F[C:2](F)(F)[C:3]([OH:5])=O.[Cl:8][C:9]1[C:17]2[C:12](=[CH:13][CH:14]=[C:15]3OC[CH2:20][NH:19][CH:18]([CH3:23])[C:16]3=2)[N:11]([S:24]([C:27]2[CH:32]=[CH:31][CH:30]=[CH:29][CH:28]=2)(=[O:26])=[O:25])[CH:10]=1.C=O.C(O[BH-](OC(=O)C)OC(=O)C)(=O)C.[Na+]. (5) Given the product [NH2:7][CH2:8][CH2:9][CH2:10][CH2:11][CH:12]([NH:47][C:48](=[O:69])[CH2:49][CH2:50][NH:51][C:52]([C:54]1[CH:55]=[CH:56][C:57]([C:60]2[CH:61]=[CH:62][C:63]([CH2:66][CH2:67][CH3:68])=[CH:64][CH:65]=2)=[CH:58][CH:59]=1)=[O:53])[C:13]([N:15]([CH3:16])[C@H:17]1[C:18]2[CH:44]=[C:22]([C:21]([O:45][CH3:46])=[CH:20][CH:19]=2)[C:23]2=[CH:41][C:27](=[CH:26][CH:25]=[C:24]2[O:42][CH3:43])[CH2:28][C@@H:29]([C:38]([NH2:40])=[O:39])[NH:30][C:31](=[O:37])[C@H:32]([CH3:36])[NH:33][C:34]1=[O:35])=[O:14], predict the reactants needed to synthesize it. The reactants are: C(OC(=O)[NH:7][CH2:8][CH2:9][CH2:10][CH2:11][CH:12]([NH:47][C:48](=[O:69])[CH2:49][CH2:50][NH:51][C:52]([C:54]1[CH:59]=[CH:58][C:57]([C:60]2[CH:65]=[CH:64][C:63]([CH2:66][CH2:67][CH3:68])=[CH:62][CH:61]=2)=[CH:56][CH:55]=1)=[O:53])[C:13]([N:15]([C@@H:17]1[C:34](=[O:35])[NH:33][C@@H:32]([CH3:36])[C:31](=[O:37])[NH:30][C@H:29]([C:38]([NH2:40])=[O:39])[CH2:28][C:27]2[CH:41]=[C:23]([C:24]([O:42][CH3:43])=[CH:25][CH:26]=2)[C:22]2=[CH:44][C:18]1=[CH:19][CH:20]=[C:21]2[O:45][CH3:46])[CH3:16])=[O:14])(C)(C)C. (6) The reactants are: C[O:2][C:3](=O)[CH:4]=[C:5]([C:25](=[O:44])[NH:26][C:27]1[CH:32]=[C:31]([C:33]([CH3:36])([CH3:35])[CH3:34])[CH:30]=[C:29]([NH:37][S:38]([CH3:41])(=[O:40])=[O:39])[C:28]=1[O:42][CH3:43])[C:6]1[C:15]2[C:10](=[CH:11][CH:12]=[CH:13][CH:14]=2)[C:9]([O:16][CH2:17][CH2:18][N:19]2[CH2:24][CH2:23][O:22][CH2:21][CH2:20]2)=[CH:8][CH:7]=1.CCN(C(C)C)C(C)C. Given the product [C:33]([C:31]1[CH:32]=[C:27]([N:26]2[C:3](=[O:2])[CH:4]=[C:5]([C:6]3[C:15]4[C:10](=[CH:11][CH:12]=[CH:13][CH:14]=4)[C:9]([O:16][CH2:17][CH2:18][N:19]4[CH2:24][CH2:23][O:22][CH2:21][CH2:20]4)=[CH:8][CH:7]=3)[C:25]2=[O:44])[C:28]([O:42][CH3:43])=[C:29]([NH:37][S:38]([CH3:41])(=[O:40])=[O:39])[CH:30]=1)([CH3:34])([CH3:35])[CH3:36], predict the reactants needed to synthesize it. (7) Given the product [CH3:1][O:2][C:3]([C:5]1[C:10]([N:11]([C:3]([O:2][CH3:1])=[O:4])[S:12]([CH2:15][CH2:16][CH:36]([F:38])[F:39])(=[O:13])=[O:14])=[N:9][CH:8]=[CH:7][N:6]=1)=[O:4], predict the reactants needed to synthesize it. The reactants are: [CH3:1][O:2][C:3]([C:5]1[C:10]([NH:11][S:12]([CH2:15][C:16](OC)=O)(=[O:14])=[O:13])=[N:9][CH:8]=[CH:7][N:6]=1)=[O:4].C(N(CC)C(C)C)(C)C.FC(F)COS([C:36]([F:39])([F:38])F)(=O)=O.